This data is from Catalyst prediction with 721,799 reactions and 888 catalyst types from USPTO. The task is: Predict which catalyst facilitates the given reaction. Reactant: Cl[C:2]1[N:7]=[CH:6][C:5]2[C:8]([CH:30]3[CH2:32][CH2:31]3)=[N:9][N:10]([C:11]([C:24]3[CH:29]=[CH:28][CH:27]=[CH:26][CH:25]=3)([C:18]3[CH:23]=[CH:22][CH:21]=[CH:20][CH:19]=3)[C:12]3[CH:17]=[CH:16][CH:15]=[CH:14][CH:13]=3)[C:4]=2[CH:3]=1.[F:33][C:34]1[CH:44]=[CH:43][C:37]([CH2:38][NH:39][C:40]([NH2:42])=[O:41])=[CH:36][CH:35]=1.CC1(C)C2C(=C(P(C3C=CC=CC=3)C3C=CC=CC=3)C=CC=2)OC2C(P(C3C=CC=CC=3)C3C=CC=CC=3)=CC=CC1=2.C(=O)([O-])[O-].[Cs+].[Cs+]. Product: [CH:30]1([C:8]2[C:5]3[CH:6]=[N:7][C:2]([NH:42][C:40]([NH:39][CH2:38][C:37]4[CH:43]=[CH:44][C:34]([F:33])=[CH:35][CH:36]=4)=[O:41])=[CH:3][C:4]=3[N:10]([C:11]([C:12]3[CH:13]=[CH:14][CH:15]=[CH:16][CH:17]=3)([C:24]3[CH:25]=[CH:26][CH:27]=[CH:28][CH:29]=3)[C:18]3[CH:19]=[CH:20][CH:21]=[CH:22][CH:23]=3)[N:9]=2)[CH2:31][CH2:32]1. The catalyst class is: 160.